Dataset: Catalyst prediction with 721,799 reactions and 888 catalyst types from USPTO. Task: Predict which catalyst facilitates the given reaction. Reactant: [C:1]([O:5][C:6](=[O:39])[NH:7][C@@H:8]([CH2:20][C:21]1[C:29]2[C:24](=[CH:25][CH:26]=[C:27]([O:30][C:31]3[C:36]([C:37]#[N:38])=[CH:35][CH:34]=[CH:33][N:32]=3)[CH:28]=2)[NH:23][CH:22]=1)[C:9]([N:11]1[CH2:15][C@@H:14]([F:16])[CH2:13][C@H:12]1[C:17](=O)[NH2:18])=[O:10])([CH3:4])([CH3:3])[CH3:2].N1C=CN=C1.O=P(Cl)(Cl)Cl. Product: [C:1]([O:5][C:6](=[O:39])[NH:7][C@@H:8]([CH2:20][C:21]1[C:29]2[C:24](=[CH:25][CH:26]=[C:27]([O:30][C:31]3[C:36]([C:37]#[N:38])=[CH:35][CH:34]=[CH:33][N:32]=3)[CH:28]=2)[NH:23][CH:22]=1)[C:9]([N:11]1[CH2:15][C@@H:14]([F:16])[CH2:13][C@H:12]1[C:17]#[N:18])=[O:10])([CH3:4])([CH3:2])[CH3:3]. The catalyst class is: 17.